Dataset: Forward reaction prediction with 1.9M reactions from USPTO patents (1976-2016). Task: Predict the product of the given reaction. (1) Given the reactants [CH3:1][C:2]1[NH:6][NH:5][C:4](=[O:7])[C:3]=1[CH2:8][C:9]1[CH:14]=[CH:13][C:12]([O:15][CH:16]([CH3:18])[CH3:17])=[CH:11][CH:10]=1.[CH3:19][S:20](Cl)(=[O:22])=[O:21].N1C=CC=CC=1.O, predict the reaction product. The product is: [CH3:19][S:20]([O:7][C:4]1[C:3]([CH2:8][C:9]2[CH:10]=[CH:11][C:12]([O:15][CH:16]([CH3:18])[CH3:17])=[CH:13][CH:14]=2)=[C:2]([CH3:1])[NH:6][N:5]=1)(=[O:22])=[O:21]. (2) Given the reactants [H-].[Al+3].[Li+].[H-].[H-].[H-].C(O[C:12]([N:14]1[CH2:19][CH2:18][CH:17]([O:20][C:21]2[CH:26]=[CH:25][C:24]([C:27]3[CH:32]=[CH:31][CH:30]=[C:29]([NH2:33])[N:28]=3)=[C:23]([O:34][CH3:35])[CH:22]=2)[CH2:16][CH2:15]1)=O)(C)(C)C.C(OC(N1CCC(OC2C=CC(C3C=CC=C(N)N=3)=C(OC)C=2)C1)=O)(C)(C)C.[NH4+].[OH-], predict the reaction product. The product is: [CH3:35][O:34][C:23]1[CH:22]=[C:21]([O:20][CH:17]2[CH2:18][CH2:19][N:14]([CH3:12])[CH2:15][CH2:16]2)[CH:26]=[CH:25][C:24]=1[C:27]1[N:28]=[C:29]([NH2:33])[CH:30]=[CH:31][CH:32]=1.